This data is from Catalyst prediction with 721,799 reactions and 888 catalyst types from USPTO. The task is: Predict which catalyst facilitates the given reaction. (1) Reactant: [NH:1]1[C:5]2=[N:6][CH:7]=[C:8]([NH2:10])[CH:9]=[C:4]2[CH:3]=[CH:2]1.[CH2:11]([C:13]1[CH:20]=[CH:19][C:16]([CH:17]=O)=[CH:15][CH:14]=1)[CH3:12].ClCCl.[BH4-].[Na+]. Product: [CH2:11]([C:13]1[CH:20]=[CH:19][C:16]([CH2:17][NH:10][C:8]2[CH:9]=[C:4]3[CH:3]=[CH:2][NH:1][C:5]3=[N:6][CH:7]=2)=[CH:15][CH:14]=1)[CH3:12]. The catalyst class is: 130. (2) Reactant: [CH3:1][C:2]1[O:6][N:5]=[C:4]([C:7](Cl)=[O:8])[CH:3]=1.[N-:10]=[N+:11]=[N-:12].[Na+]. Product: [CH3:1][C:2]1[O:6][N:5]=[C:4]([C:7]([N:10]=[N+:11]=[N-:12])=[O:8])[CH:3]=1. The catalyst class is: 95. (3) Reactant: [Cl:1][C:2]1[CH:3]=[C:4]([C@@H:16]([CH2:20][CH:21]2[CH2:25][CH2:24][CH2:23][CH2:22]2)[C:17]([OH:19])=O)[CH:5]=[CH:6][C:7]=1[S:8]([CH:11]1[CH2:15][CH2:14][CH2:13][CH2:12]1)(=[O:10])=[O:9].C(Cl)(=O)C(Cl)=O.[NH2:32][C:33]1[CH:37]=[CH:36][N:35]([CH2:38][C:39]([CH3:42])([OH:41])[CH3:40])[N:34]=1.N1C(C)=CC=CC=1C. Product: [Cl:1][C:2]1[CH:3]=[C:4]([C@@H:16]([CH2:20][CH:21]2[CH2:25][CH2:24][CH2:23][CH2:22]2)[C:17]([NH:32][C:33]2[CH:37]=[CH:36][N:35]([CH2:38][C:39]([OH:41])([CH3:40])[CH3:42])[N:34]=2)=[O:19])[CH:5]=[CH:6][C:7]=1[S:8]([CH:11]1[CH2:12][CH2:13][CH2:14][CH2:15]1)(=[O:9])=[O:10]. The catalyst class is: 306. (4) Reactant: [C:1](=[O:4])([O-:3])[O-:2].[NH4+].[NH4+].[N+:7]([O-])([O-])=O.[La+3].[N+:12]([O-])([O-])=O.[N+:16]([O-])([O-])=O. Product: [NH3:7].[C:1](=[O:3])=[O:2].[C:1](=[O:2])([O-:4])[O-:3].[NH4+:12].[NH4+:16]. The catalyst class is: 6. (5) Product: [CH2:11]([N:8]1[C:4]2[N:5]=[N:6][CH:7]=[C:2]([C:17]3[CH:18]=[CH:19][C:14]([F:13])=[CH:15][CH:16]=3)[C:3]=2[N:10]=[CH:9]1)[CH3:12]. Reactant: Cl[C:2]1[C:3]2[N:10]=[CH:9][N:8]([CH2:11][CH3:12])[C:4]=2[N:5]=[N:6][CH:7]=1.[F:13][C:14]1[CH:19]=[CH:18][C:17](B(O)O)=[CH:16][CH:15]=1.C([O-])([O-])=O.[Na+].[Na+]. The catalyst class is: 77. (6) Reactant: [C:1]1([C:8](OC)=[O:9])([C:4]([O:6][CH3:7])=[O:5])[CH2:3][CH2:2]1.CC(C[AlH]CC(C)C)C.[Cl-].[NH4+].Cl. Product: [CH:8]([C:1]1([C:4]([O:6][CH3:7])=[O:5])[CH2:3][CH2:2]1)=[O:9]. The catalyst class is: 4. (7) Reactant: [Cl:1][C:2]1[CH:3]=[C:4]([NH:19][C:20]2[C:30]3[CH:29]=[C:28]([C:31](O)=[O:32])[CH2:27][CH2:26][NH:25][C:24]=3[N:23]=[CH:22][N:21]=2)[CH:5]=[CH:6][C:7]=1[O:8][C:9]1[CH:14]=[CH:13][CH:12]=[C:11]([C:15]([F:18])([F:17])[F:16])[CH:10]=1.Cl.[CH3:35][C:36]([NH2:43])([CH3:42])[CH2:37][S:38]([CH3:41])(=[O:40])=[O:39].Cl.C(N=C=NCCCN(C)C)C.O.ON1C2C=CC=CC=2N=N1. Product: [Cl:1][C:2]1[CH:3]=[C:4]([NH:19][C:20]2[C:30]3[CH:29]=[C:28]([C:31]([NH:43][C:36]([CH3:42])([CH3:35])[CH2:37][S:38]([CH3:41])(=[O:40])=[O:39])=[O:32])[CH2:27][CH2:26][NH:25][C:24]=3[N:23]=[CH:22][N:21]=2)[CH:5]=[CH:6][C:7]=1[O:8][C:9]1[CH:14]=[CH:13][CH:12]=[C:11]([C:15]([F:17])([F:16])[F:18])[CH:10]=1. The catalyst class is: 289. (8) Reactant: [NH2:1][C:2]1[C:7]([OH:8])=[C:6]([CH3:9])[CH:5]=[CH:4][N:3]=1.[C:10](N1C=CN=C1)(N1C=CN=C1)=[O:11].C(OCC)(=O)C. Product: [CH3:9][C:6]1[CH:5]=[CH:4][N:3]=[C:2]2[NH:1][C:10](=[O:11])[O:8][C:7]=12. The catalyst class is: 20. (9) The catalyst class is: 737. Reactant: C[O:2][C:3]([C:5]1[CH:6]=[CH:7][C:8]([C:11]([OH:13])=O)=[N:9][CH:10]=1)=[O:4].[CH2:14]([NH:17][CH2:18][CH2:19][CH3:20])[CH2:15][CH3:16].[OH-].[Na+]. Product: [CH2:14]([N:17]([CH2:18][CH2:19][CH3:20])[C:11]([C:8]1[CH:7]=[CH:6][C:5]([C:3]([OH:2])=[O:4])=[CH:10][N:9]=1)=[O:13])[CH2:15][CH3:16].